This data is from Forward reaction prediction with 1.9M reactions from USPTO patents (1976-2016). The task is: Predict the product of the given reaction. (1) Given the reactants [C:1]([NH:7][CH2:8][CH2:9][C:10]([O:12][CH:13]1[C:18]2=[N:19][C:20]([CH3:42])=[C:21]([CH2:24][CH2:25][N:26]3[CH2:31][CH2:30][CH:29]([C:32]4[C:36]5[CH:37]=[CH:38][C:39]([F:41])=[CH:40][C:35]=5[O:34][N:33]=4)[CH2:28][CH2:27]3)[C:22](=[O:23])[N:17]2[CH2:16][CH2:15][CH2:14]1)=[O:11])(=[O:6])[C:2](C)([CH3:4])C.F[C:44](F)(F)[C:45]([OH:47])=O.[CH:50]([N:53](C(C)C)CC)(C)[CH3:51].C(P(=O)(OCC)[O:62]CC)#N, predict the reaction product. The product is: [O:47]=[C:45]1[CH:44]=[CH:51][C:50](=[O:62])[N:53]1[CH2:4][CH2:2][C:1]([NH:7][CH2:8][CH2:9][C:10]([O:12][CH:13]1[C:18]2=[N:19][C:20]([CH3:42])=[C:21]([CH2:24][CH2:25][N:26]3[CH2:27][CH2:28][CH:29]([C:32]4[C:36]5[CH:37]=[CH:38][C:39]([F:41])=[CH:40][C:35]=5[O:34][N:33]=4)[CH2:30][CH2:31]3)[C:22](=[O:23])[N:17]2[CH2:16][CH2:15][CH2:14]1)=[O:11])=[O:6]. (2) The product is: [CH:54]1([C@H:49]([NH:48][C:39]([C:38]2[CH:42]=[C:43]([CH3:46])[CH:44]=[CH:45][C:37]=2[NH:36][C:34]([NH:33][C:27]2[C:28]([CH3:32])=[CH:29][CH:30]=[CH:31][C:26]=2[CH3:25])=[O:35])=[O:40])[C:50]([O:52][CH3:53])=[O:51])[CH2:59][CH2:58][CH2:57][CH2:56][CH2:55]1. Given the reactants CN(C(ON1N=NC2C=CC=NC1=2)=[N+](C)C)C.F[P-](F)(F)(F)(F)F.[CH3:25][C:26]1[CH:31]=[CH:30][CH:29]=[C:28]([CH3:32])[C:27]=1[NH:33][C:34]([NH:36][C:37]1[CH:45]=[CH:44][C:43]([CH3:46])=[CH:42][C:38]=1[C:39](O)=[O:40])=[O:35].Cl.[NH2:48][C@@H:49]([CH:54]1[CH2:59][CH2:58][CH2:57][CH2:56][CH2:55]1)[C:50]([O:52][CH3:53])=[O:51].C(N(C(C)C)CC)(C)C, predict the reaction product. (3) Given the reactants [C:1]([C:3]1[N:4]=[C:5]([C:16]([OH:18])=O)[N:6]([CH2:8][O:9][CH2:10][CH2:11][Si:12]([CH3:15])([CH3:14])[CH3:13])[CH:7]=1)#[N:2].[K+].C(C1N=C(C([O-])=O)N(COCC[Si](C)(C)C)C=1)#N.CCN(C(C)C)C(C)C.[C:47]1([C:53]2[CH:58]=[C:57]([CH:59]3[CH2:64][CH2:63][N:62]([O:65][CH3:66])[CH2:61][CH2:60]3)[CH:56]=[CH:55][C:54]=2[NH2:67])[CH2:52][CH2:51][CH2:50][CH2:49][CH:48]=1.C1CN([P+](Br)(N2CCCC2)N2CCCC2)CC1.F[P-](F)(F)(F)(F)F, predict the reaction product. The product is: [C:47]1([C:53]2[CH:58]=[C:57]([CH:59]3[CH2:64][CH2:63][N:62]([O:65][CH3:66])[CH2:61][CH2:60]3)[CH:56]=[CH:55][C:54]=2[NH:67][C:16]([C:5]2[N:6]([CH2:8][O:9][CH2:10][CH2:11][Si:12]([CH3:13])([CH3:14])[CH3:15])[CH:7]=[C:3]([C:1]#[N:2])[N:4]=2)=[O:18])[CH2:52][CH2:51][CH2:50][CH2:49][CH:48]=1. (4) Given the reactants Cl[CH:2]([CH2:5][C:6]1[CH:16]=[CH:15][C:9]2[N:10]=[C:11]([S:13][CH3:14])[S:12][C:8]=2[CH:7]=1)[CH:3]=O.[Cl:17][C:18]1[N:23]=[N:22][C:21]([NH2:24])=[CH:20][CH:19]=1.O, predict the reaction product. The product is: [Cl:17][C:18]1[CH:19]=[CH:20][C:21]2[N:22]([C:2]([CH2:5][C:6]3[CH:16]=[CH:15][C:9]4[N:10]=[C:11]([S:13][CH3:14])[S:12][C:8]=4[CH:7]=3)=[CH:3][N:24]=2)[N:23]=1. (5) Given the reactants [Br:1][C:2]1[CH:3]=[C:4](/[CH:8]=[CH:9]/[C:10]([OH:12])=O)[CH:5]=[CH:6][CH:7]=1.C(N(CC)CC)C.ClC(OCC)=O.[N-:26]=[N+:27]=[N-:28].[Na+], predict the reaction product. The product is: [Br:1][C:2]1[CH:3]=[C:4](/[CH:8]=[CH:9]/[C:10]([N:26]=[N+:27]=[N-:28])=[O:12])[CH:5]=[CH:6][CH:7]=1. (6) Given the reactants [CH3:1][Si:2]([CH:5]=[N+:6]=[N-:7])([CH3:4])[CH3:3].C([N-]C(C)C)(C)C.[Li+].[C:16]([O:20][CH3:21])(=[O:19])[C:17]#[CH:18].Cl, predict the reaction product. The product is: [CH3:21][O:20][C:16]([C:17]1[NH:7][N:6]=[C:5]([Si:2]([CH3:4])([CH3:3])[CH3:1])[CH:18]=1)=[O:19]. (7) Given the reactants CNCCO.[H-].[Na+].ClC[C:10]1[C:11]2[C:16]([C:17](CCl)=[C:18]3[C:23]=1[CH:22]=[CH:21][CH:20]=[CH:19]3)=[CH:15][CH:14]=[CH:13][CH:12]=2, predict the reaction product. The product is: [CH:12]1[C:11]2[C:16](=[CH:17][C:18]3[C:23]([CH:10]=2)=[CH:22][CH:21]=[CH:20][CH:19]=3)[CH:15]=[CH:14][CH:13]=1. (8) The product is: [C:8]([C:16]1[CH:30]=[CH:29][C:19]([O:20][CH2:21][C:22]([OH:24])=[O:23])=[CH:18][CH:17]=1)(=[O:15])[C:9]1[CH:10]=[CH:11][CH:12]=[CH:13][CH:14]=1. Given the reactants FC(F)(F)C(O)=O.[C:8]([C:16]1[CH:30]=[CH:29][C:19]([O:20][CH2:21][C:22]([O:24]C(C)(C)C)=[O:23])=[CH:18][CH:17]=1)(=[O:15])[C:9]1[CH:14]=[CH:13][CH:12]=[CH:11][CH:10]=1, predict the reaction product. (9) Given the reactants [CH3:1][O:2][C:3]1[CH:4]=[C:5]([N:11]2[CH2:20][C:19]3[C:14](=[N:15][C:16](S(C)=O)=[N:17][CH:18]=3)[N:13]([CH2:24][CH3:25])[C:12]2=[O:26])[CH:6]=[C:7]([O:9][CH3:10])[CH:8]=1.[CH2:27]([N:29]([CH2:40][CH3:41])[CH2:30][CH2:31][O:32][C:33]1[CH:39]=[CH:38][C:36]([NH2:37])=[CH:35][CH:34]=1)[CH3:28].FC(F)(F)C(O)=O.C(N(CC)CC)C.O(C(OC(C)(C)C)=O)C(OC(C)(C)C)=O, predict the reaction product. The product is: [CH2:40]([N:29]([CH2:27][CH3:28])[CH2:30][CH2:31][O:32][C:33]1[CH:34]=[CH:35][C:36]([NH:37][C:16]2[N:15]=[C:14]3[N:13]([CH2:24][CH3:25])[C:12](=[O:26])[N:11]([C:5]4[CH:4]=[C:3]([O:2][CH3:1])[CH:8]=[C:7]([O:9][CH3:10])[CH:6]=4)[CH2:20][C:19]3=[CH:18][N:17]=2)=[CH:38][CH:39]=1)[CH3:41].